This data is from Peptide-MHC class I binding affinity with 185,985 pairs from IEDB/IMGT. The task is: Regression. Given a peptide amino acid sequence and an MHC pseudo amino acid sequence, predict their binding affinity value. This is MHC class I binding data. (1) The peptide sequence is HSNLNDTTY. The MHC is HLA-B51:01 with pseudo-sequence HLA-B51:01. The binding affinity (normalized) is 0.0847. (2) The peptide sequence is QTDCVLEAM. The MHC is Mamu-A02 with pseudo-sequence Mamu-A02. The binding affinity (normalized) is 0.964. (3) The peptide sequence is FTRDTGATL. The MHC is HLA-B07:02 with pseudo-sequence HLA-B07:02. The binding affinity (normalized) is 0.495. (4) The peptide sequence is APATPATDPA. The MHC is HLA-B07:02 with pseudo-sequence HLA-B07:02. The binding affinity (normalized) is 0.512. (5) The MHC is HLA-B57:01 with pseudo-sequence HLA-B57:01. The peptide sequence is ERILSTYLGR. The binding affinity (normalized) is 0. (6) The peptide sequence is ALQAIELQL. The MHC is HLA-A02:01 with pseudo-sequence HLA-A02:01. The binding affinity (normalized) is 0.324. (7) The peptide sequence is ITYSSSMMW. The MHC is HLA-A23:01 with pseudo-sequence HLA-A23:01. The binding affinity (normalized) is 0.241. (8) The peptide sequence is MFAVGTWMM. The MHC is HLA-A02:16 with pseudo-sequence HLA-A02:16. The binding affinity (normalized) is 0.0847. (9) The binding affinity (normalized) is 0.0847. The peptide sequence is YSHYSHNPK. The MHC is HLA-B08:03 with pseudo-sequence HLA-B08:03.